From a dataset of Catalyst prediction with 721,799 reactions and 888 catalyst types from USPTO. Predict which catalyst facilitates the given reaction. (1) Reactant: [CH:1]1([CH2:4][N:5]2[C:9]3[CH:10]=[CH:11]C(C#N)=[CH:13][C:8]=3[N:7]=[C:6]2[CH2:16][C:17]2[CH:22]=[CH:21][C:20]([O:23][CH2:24][CH3:25])=[CH:19][CH:18]=2)[CH2:3][CH2:2]1.[CH3:26][CH2:27][OH:28].[OH-:29].[K+].Cl. Product: [CH:1]1([CH2:4][N:5]2[C:9]3[CH:10]=[CH:11][C:26]([C:27]([OH:29])=[O:28])=[CH:13][C:8]=3[N:7]=[C:6]2[CH2:16][C:17]2[CH:22]=[CH:21][C:20]([O:23][CH2:24][CH3:25])=[CH:19][CH:18]=2)[CH2:3][CH2:2]1. The catalyst class is: 6. (2) Reactant: [ClH:1].N[C:3]1[C:4]([C:10]#[N:11])=[N:5][C:6]([I:9])=[CH:7][N:8]=1.N([O-])=O.[Na+]. Product: [Cl:1][C:3]1[C:4]([C:10]#[N:11])=[N:5][C:6]([I:9])=[CH:7][N:8]=1. The catalyst class is: 6. (3) Reactant: [CH:1]1([C:4]#[C:5][C:6]2[CH:35]=[CH:34][C:9]([C:10]([N:12]([CH2:16][C:17]3[CH:33]=[CH:32][CH:31]=[CH:30][C:18]=3[O:19][CH2:20][CH2:21][CH2:22][CH2:23][CH2:24][C:25]([O:27]CC)=[O:26])[CH:13]([CH3:15])[CH3:14])=[O:11])=[CH:8][CH:7]=2)[CH2:3][CH2:2]1.C(O)C.O.[OH-].[Li+].Cl. Product: [CH:1]1([C:4]#[C:5][C:6]2[CH:35]=[CH:34][C:9]([C:10]([N:12]([CH2:16][C:17]3[CH:33]=[CH:32][CH:31]=[CH:30][C:18]=3[O:19][CH2:20][CH2:21][CH2:22][CH2:23][CH2:24][C:25]([OH:27])=[O:26])[CH:13]([CH3:14])[CH3:15])=[O:11])=[CH:8][CH:7]=2)[CH2:3][CH2:2]1. The catalyst class is: 20. (4) Reactant: [NH:1]1[CH:5]=[CH:4][N:3]=[C:2]1[CH2:6][NH:7][CH2:8][C:9]1[CH:18]=[CH:17][C:16]2[C:11](=[CH:12][CH:13]=[C:14]([CH2:19][CH2:20][CH2:21][CH2:22][N:23]([CH2:27][CH2:28][CH3:29])[CH2:24][CH2:25][CH3:26])[CH:15]=2)[CH:10]=1.C([BH3-])#N.[Na+].C(O)(=O)C.[CH3:38][N:39]1[CH:43]=[CH:42][N:41]=[C:40]1[CH:44]=O. Product: [NH:1]1[CH:5]=[CH:4][N:3]=[C:2]1[CH2:6][N:7]([CH2:8][C:9]1[CH:18]=[CH:17][C:16]2[C:11](=[CH:12][CH:13]=[C:14]([CH2:19][CH2:20][CH2:21][CH2:22][N:23]([CH2:27][CH2:28][CH3:29])[CH2:24][CH2:25][CH3:26])[CH:15]=2)[CH:10]=1)[CH2:44][C:40]1[N:39]([CH3:38])[CH:43]=[CH:42][N:41]=1. The catalyst class is: 5. (5) Reactant: [O:1]1[CH2:6][CH:5]=[C:4]([C:7]2[CH:8]=[C:9]([CH:27]=[CH:28][CH:29]=2)[CH2:10][N:11]2[C:15]3=[N:16][C:17]([NH:20][C:21]4[CH:22]=[N:23][N:24]([CH3:26])[CH:25]=4)=[N:18][CH:19]=[C:14]3[CH:13]=[N:12]2)[CH2:3][CH2:2]1. Product: [CH3:26][N:24]1[CH:25]=[C:21]([NH:20][C:17]2[N:16]=[C:15]3[N:11]([CH2:10][C:9]4[CH:27]=[CH:28][CH:29]=[C:7]([CH:4]5[CH2:5][CH2:6][O:1][CH2:2][CH2:3]5)[CH:8]=4)[N:12]=[CH:13][C:14]3=[CH:19][N:18]=2)[CH:22]=[N:23]1. The catalyst class is: 19. (6) Reactant: [CH3:1][O:2][C:3](=[O:26])[C@@H:4]([CH3:25])[CH2:5][C@H:6]([NH:17][C:18]([O:20][C:21]([CH3:24])([CH3:23])[CH3:22])=[O:19])[C:7]([O:9]CC1C=CC=CC=1)=[O:8]. Product: [CH3:1][O:2][C:3](=[O:26])[C@@H:4]([CH3:25])[CH2:5][C@H:6]([NH:17][C:18]([O:20][C:21]([CH3:23])([CH3:22])[CH3:24])=[O:19])[C:7]([OH:9])=[O:8]. The catalyst class is: 19. (7) Reactant: [Br-].[CH2:2]([Zn+])[C:3]1[CH:8]=[CH:7][CH:6]=[CH:5][CH:4]=1.C1COCC1.[O:15]1[C:19]2[CH:20]=[CH:21][C:22]([C:24]3([C:27]([NH:29][C:30]4[CH:35]=[CH:34][N:33]=[C:32](Cl)[CH:31]=4)=[O:28])[CH2:26][CH2:25]3)=[CH:23][C:18]=2[O:17][CH2:16]1. Product: [O:15]1[C:19]2[CH:20]=[CH:21][C:22]([C:24]3([C:27]([NH:29][C:30]4[CH:35]=[CH:34][N:33]=[C:32]([CH2:2][C:3]5[CH:8]=[CH:7][CH:6]=[CH:5][CH:4]=5)[CH:31]=4)=[O:28])[CH2:26][CH2:25]3)=[CH:23][C:18]=2[O:17][CH2:16]1. The catalyst class is: 140. (8) Reactant: [N:1]1([S:6]([O:9][C:10]2[CH:15]=[CH:14][CH:13]=[CH:12][CH:11]=2)(=[O:8])=[O:7])[CH:5]=[CH:4][N:3]=[CH:2]1.[O:16](C)[S:17]([C:20]([F:23])([F:22])[F:21])(=[O:19])=[O:18]. Product: [O-:19][S:17]([C:20]([F:23])([F:22])[F:21])(=[O:18])=[O:16].[CH3:20][N+:3]1[CH:4]=[CH:5][N:1]([S:6]([O:9][C:10]2[CH:15]=[CH:14][CH:13]=[CH:12][CH:11]=2)(=[O:8])=[O:7])[CH:2]=1. The catalyst class is: 2.